This data is from NCI-60 drug combinations with 297,098 pairs across 59 cell lines. The task is: Regression. Given two drug SMILES strings and cell line genomic features, predict the synergy score measuring deviation from expected non-interaction effect. (1) Drug 1: CCCCC(=O)OCC(=O)C1(CC(C2=C(C1)C(=C3C(=C2O)C(=O)C4=C(C3=O)C=CC=C4OC)O)OC5CC(C(C(O5)C)O)NC(=O)C(F)(F)F)O. Drug 2: C(CCl)NC(=O)N(CCCl)N=O. Cell line: HL-60(TB). Synergy scores: CSS=77.5, Synergy_ZIP=3.28, Synergy_Bliss=5.21, Synergy_Loewe=-15.7, Synergy_HSA=5.64. (2) Drug 1: COC1=CC(=CC(=C1O)OC)C2C3C(COC3=O)C(C4=CC5=C(C=C24)OCO5)OC6C(C(C7C(O6)COC(O7)C8=CC=CS8)O)O. Drug 2: C1CCC(C(C1)N)N.C(=O)(C(=O)[O-])[O-].[Pt+4]. Cell line: U251. Synergy scores: CSS=42.1, Synergy_ZIP=0.212, Synergy_Bliss=1.34, Synergy_Loewe=-4.49, Synergy_HSA=3.89.